From a dataset of Forward reaction prediction with 1.9M reactions from USPTO patents (1976-2016). Predict the product of the given reaction. (1) The product is: [C:39]([C:38]1[CH:41]=[C:34]([C:32]2[CH:31]=[CH:30][N:29]=[C:28]([NH:1][C:2]3[CH:3]=[CH:4][C:5]([O:25][CH3:26])=[C:6]([CH:24]=3)[O:7][CH2:8][CH2:9][CH2:10][N:11]3[CH2:16][CH2:15][N:14]([C:17]([O:19][C:20]([CH3:21])([CH3:22])[CH3:23])=[O:18])[CH2:13][CH2:12]3)[N:33]=2)[CH:35]=[CH:36][C:37]=1[O:42][CH:43]1[CH2:48][CH2:47][O:46][CH2:45][CH2:44]1)#[N:40]. Given the reactants [NH2:1][C:2]1[CH:3]=[CH:4][C:5]([O:25][CH3:26])=[C:6]([CH:24]=1)[O:7][CH2:8][CH2:9][CH2:10][N:11]1[CH2:16][CH2:15][N:14]([C:17]([O:19][C:20]([CH3:23])([CH3:22])[CH3:21])=[O:18])[CH2:13][CH2:12]1.Cl[C:28]1[N:33]=[C:32]([C:34]2[CH:35]=[CH:36][C:37]([O:42][CH:43]3[CH2:48][CH2:47][O:46][CH2:45][CH2:44]3)=[C:38]([CH:41]=2)[C:39]#[N:40])[CH:31]=[CH:30][N:29]=1, predict the reaction product. (2) Given the reactants Br[C:2]1[CH:3]=[C:4]2[C:9](=[C:10]([O:12][C@H:13]3[CH2:17][CH2:16][N:15]([C:18]([O:20][C:21]([CH3:24])([CH3:23])[CH3:22])=[O:19])[CH2:14]3)[N:11]=1)[N:8]=[CH:7][CH:6]=[CH:5]2.[CH3:25][N:26](C)CCN(C)C.CC1(C)C2C(=C(P(C3C=CC=CC=3)C3C=CC=CC=3)C=CC=2)OC2C(P(C3C=CC=CC=3)C3C=CC=CC=3)=CC=CC1=2, predict the reaction product. The product is: [C:25]([C:2]1[CH:3]=[C:4]2[C:9](=[C:10]([O:12][C@H:13]3[CH2:17][CH2:16][N:15]([C:18]([O:20][C:21]([CH3:24])([CH3:23])[CH3:22])=[O:19])[CH2:14]3)[N:11]=1)[N:8]=[CH:7][CH:6]=[CH:5]2)#[N:26]. (3) Given the reactants [F:1][C:2]1[CH:10]=[C:9]2[C:5]([CH:6]=[N:7][N:8]2[CH3:11])=[CH:4][C:3]=1[CH2:12][C:13]1[N:17]2[N:18]=[C:19]([CH:22]=[O:23])[CH:20]=[CH:21][C:16]2=[N:15][CH:14]=1.[CH2:24]([Mg]Br)[CH3:25], predict the reaction product. The product is: [F:1][C:2]1[CH:10]=[C:9]2[C:5]([CH:6]=[N:7][N:8]2[CH3:11])=[CH:4][C:3]=1[CH2:12][C:13]1[N:17]2[N:18]=[C:19]([CH:22]([OH:23])[CH2:24][CH3:25])[CH:20]=[CH:21][C:16]2=[N:15][CH:14]=1.